Dataset: CYP3A4 inhibition data for predicting drug metabolism from PubChem BioAssay. Task: Regression/Classification. Given a drug SMILES string, predict its absorption, distribution, metabolism, or excretion properties. Task type varies by dataset: regression for continuous measurements (e.g., permeability, clearance, half-life) or binary classification for categorical outcomes (e.g., BBB penetration, CYP inhibition). Dataset: cyp3a4_veith. (1) The drug is O=C(O)[C@H]1C[C@@H](C(=O)O)[C@@H](C(=O)O)[C@@H]1C(=O)O. The result is 0 (non-inhibitor). (2) The molecule is N[C@H](Cn1ccc(=O)[nH]c1=O)C(=O)O. The result is 0 (non-inhibitor). (3) The compound is Clc1ccc2c(c1)C(c1cccs1)=NNC(c1cccnc1)=N2. The result is 1 (inhibitor).